From a dataset of Forward reaction prediction with 1.9M reactions from USPTO patents (1976-2016). Predict the product of the given reaction. (1) Given the reactants [CH3:1][C:2]1([CH3:41])[CH2:11][CH:10]=[C:9]([C:12]2[CH:17]=[CH:16][CH:15]=[C:14]([O:18][Si](CC(CC)CC)(C)C)[CH:13]=2)[C:8]2[CH:7]=[C:6]([C:28]#[C:29][C:30]3[CH:40]=[CH:39][C:33]([C:34]([O:36][CH2:37][CH3:38])=[O:35])=[CH:32][CH:31]=3)[CH:5]=[CH:4][C:3]1=2.[F-].C([N+](CCCC)(CCCC)CCCC)CCC, predict the reaction product. The product is: [CH3:41][C:2]1([CH3:1])[CH2:11][CH:10]=[C:9]([C:12]2[CH:17]=[CH:16][CH:15]=[C:14]([OH:18])[CH:13]=2)[C:8]2[CH:7]=[C:6]([C:28]#[C:29][C:30]3[CH:31]=[CH:32][C:33]([C:34]([O:36][CH2:37][CH3:38])=[O:35])=[CH:39][CH:40]=3)[CH:5]=[CH:4][C:3]1=2. (2) Given the reactants [C:1]([O:5][C:6]([N:8]1[CH2:14][CH2:13][CH2:12][CH:11]([NH:15]CC2C=CC=CC=2)[CH2:10][CH2:9]1)=[O:7])([CH3:4])([CH3:3])[CH3:2].[CH2:23]([OH:25])[CH3:24], predict the reaction product. The product is: [C:1]([O:5][C:6]([N:8]1[CH2:14][CH2:13][CH2:12][CH:11]([NH2:15])[CH2:10][CH2:9]1)=[O:7])([CH3:4])([CH3:2])[CH3:3].[O:25]=[C:23]1[CH2:11][CH2:10][CH2:9][N:8]([C:6]([O:5][C:1]([CH3:2])([CH3:4])[CH3:3])=[O:7])[CH2:14][CH2:24]1.